Task: Binary Classification. Given a miRNA mature sequence and a target amino acid sequence, predict their likelihood of interaction.. Dataset: Experimentally validated miRNA-target interactions with 360,000+ pairs, plus equal number of negative samples (1) The miRNA is mmu-miR-24-3p with sequence UGGCUCAGUUCAGCAGGAACAG. The protein sequence of the target gene is MWAFPELPLPLPLLVNLIGSLLGFVATVTLIPAFRSHFIAARLCGQDLNKLSQQQIPESQGVISGAVFLIILFCFIPFPFLNCFVEEQCKAFPHHEFVALIGALLAICCMIFLGFADDVLNLRWRHKLLLPTAASLPLLMVYFTNFGNTTIVVPKPFRWILGLHLDLGILYYVYMGLLAVFCTNAINILAGINGLEAGQSLVISASIIVFNLVELEGDYRDDHIFSLYFMIPFFFTTLGLLYHNWYPSRVFVGDTFCYFAGMTFAVVGILGHFSKTMLLFFMPQVFNFLYSLPQLFHIIP.... Result: 1 (interaction). (2) The miRNA is hsa-miR-492 with sequence AGGACCUGCGGGACAAGAUUCUU. The protein sequence of the target gene is MSERRVVVDLPTSASSSMPLQRRRASFRGPRSSSSLESPPASRTNAMSGLVRAPGVYVGTAPSGCIGGLGARVTRRALGISSVFLQGLRSSGLATVPAPGLERDHGAVEDLGGCLVEYMAKVHALEQVSQELETQLRMHLESKATRSGNWGALRASWASSCQQVGEAVLENARLMLQTETIQAGADDFKERYENEQPFRKAAEEEINSLYKVIDEANLTKMDLESQIESLKEELGSLSRNYEEDVKLLHKQLAGCELEQMDAPIGTGLDDILETIRIQWERDVEKNRVEAGALLQAKQQA.... Result: 0 (no interaction). (3) The miRNA is rno-miR-181b-5p with sequence AACAUUCAUUGCUGUCGGUGGGU. The protein sequence of the target gene is MASPSGKGARALEAPGCGPRPLARDLVDSVDDAEGLYVAVERCPLCNTTRRRLTCAKCVQSGDFVYFDGRDRERFIDKKERLSRLKSKQEEFQKEVLKAMEGKWITDQLRWKIMSCKMRIEQLKQTICKGNEEMEKNSEGLLKTKEKNQKLYSRAQRHQEKKEKIQRHNRKLGDLVEKKTIDLRSHYERLANLRRSHILELTSVIFPIEEVKTGVRDPADVSSESDSAMTSSTVSKLAEARRTTYLSGRWVCDDHNGDTSISITGPWISLPNNGDYSAYYSWVEEKKTTQGPDMEQSNPA.... Result: 0 (no interaction). (4) The miRNA is hsa-miR-3911 with sequence UGUGUGGAUCCUGGAGGAGGCA. The protein sequence of the target gene is MGDEMDAMIPEREMKDFQFRALKKVRIFDSPEELPKERSSLLAVSNKYGLVFAGGASGLQIFPTKNLLIQNKPGDDPNKIVDKVQGLLVPMKFPIHHLALSCDNLTLSACMMSSEYGSIIAFFDVRTFSNEAKQQKRPFAYHKLLKDAGGMVIDMKWNPTVPSMVAVCLADGSIAVLQVTETVKVCATLPSTVAVTSVCWSPKGKQLAVGKQNGTVVQYLPTLQEKKVIPCPPFYESDHPVRVLDVLWIGTYVFAIVYAAADGTLETSPDVVMALLPKKEEKHPEIFVNFMEPCYGSCTE.... Result: 0 (no interaction). (5) The miRNA is mmu-miR-5124a with sequence GGUCCAGUGACUAAGAGCAU. The protein sequence of the target gene is MSAVLLLALLGFILPLPGVQALLCQFGTVQHVWKVSDLPRQWTPKNTSCDSGLGCQDTLMLIESGPQVSLVLSKGCTEAKDQEPRVTEHRMGPGLSLISYTFVCRQEDFCNNLVNSLPLWAPQPPADPGSLRCPVCLSMEGCLEGTTEEICPKGTTHCYDGLLRLRGGGIFSNLRVQGCMPQPGCNLLNGTQEIGPVGMTENCNRKDFLTCHRGTTIMTHGNLAQEPTDWTTSNTEMCEVGQVCQETLLLLDVGLTSTLVGTKGCSTVGAQNSQKTTIHSAPPGVLVASYTHFCSSDLCN.... Result: 0 (no interaction). (6) Result: 0 (no interaction). The protein sequence of the target gene is MIEDTMTLLSLLGRIMRYFLLRPETLFLLCISLALWSYFFHTDEVKTIVKSSRDAVKMVKGKVAEIMQNDRLGGLDVLEAEFSKTWEFKSHNVAVYSIQGRRDHMEDRFEVLTDLANKTHPSIFGIFDGHGGETAAEYVKSRLPEALKQHLQDYEKDKENSVLTYQTILEQQILSIDREMLEKLTVSYDEAGTTCLIALLSDKDLTVANVGDSRGVLCDKDGNAIPLSHDHKPYQLKERKRIKRAGGFISFNGSWRVQGILAMSRSLGDYPLKNLNVVIPDPDILTFDLDKLQPEFMILA.... The miRNA is hsa-miR-30c-2-3p with sequence CUGGGAGAAGGCUGUUUACUCU.